Regression. Given two drug SMILES strings and cell line genomic features, predict the synergy score measuring deviation from expected non-interaction effect. From a dataset of NCI-60 drug combinations with 297,098 pairs across 59 cell lines. (1) Drug 1: CCN(CC)CCCC(C)NC1=C2C=C(C=CC2=NC3=C1C=CC(=C3)Cl)OC. Drug 2: CC1CCCC2(C(O2)CC(NC(=O)CC(C(C(=O)C(C1O)C)(C)C)O)C(=CC3=CSC(=N3)C)C)C. Cell line: SF-539. Synergy scores: CSS=64.2, Synergy_ZIP=0.835, Synergy_Bliss=2.30, Synergy_Loewe=-14.4, Synergy_HSA=2.98. (2) Drug 1: CC1OCC2C(O1)C(C(C(O2)OC3C4COC(=O)C4C(C5=CC6=C(C=C35)OCO6)C7=CC(=C(C(=C7)OC)O)OC)O)O. Drug 2: COC1=CC(=CC(=C1O)OC)C2C3C(COC3=O)C(C4=CC5=C(C=C24)OCO5)OC6C(C(C7C(O6)COC(O7)C8=CC=CS8)O)O. Cell line: NCI-H522. Synergy scores: CSS=41.0, Synergy_ZIP=-6.97, Synergy_Bliss=-2.56, Synergy_Loewe=2.63, Synergy_HSA=4.52. (3) Drug 1: C1=CC=C(C(=C1)C(C2=CC=C(C=C2)Cl)C(Cl)Cl)Cl. Drug 2: CN(C(=O)NC(C=O)C(C(C(CO)O)O)O)N=O. Cell line: COLO 205. Synergy scores: CSS=-0.588, Synergy_ZIP=1.21, Synergy_Bliss=2.74, Synergy_Loewe=0.0976, Synergy_HSA=0.350. (4) Drug 1: C1=NC2=C(N1)C(=S)N=CN2. Drug 2: CC1=C(C(=O)C2=C(C1=O)N3CC4C(C3(C2COC(=O)N)OC)N4)N. Cell line: A498. Synergy scores: CSS=31.4, Synergy_ZIP=-8.95, Synergy_Bliss=-2.40, Synergy_Loewe=-13.0, Synergy_HSA=0.309. (5) Drug 1: CN(C)C1=NC(=NC(=N1)N(C)C)N(C)C. Cell line: NCIH23. Synergy scores: CSS=7.88, Synergy_ZIP=-4.04, Synergy_Bliss=0.0316, Synergy_Loewe=-2.77, Synergy_HSA=-0.458. Drug 2: C(CC(=O)O)C(=O)CN.Cl. (6) Cell line: OVCAR-8. Drug 2: N.N.Cl[Pt+2]Cl. Synergy scores: CSS=18.8, Synergy_ZIP=-4.10, Synergy_Bliss=0.377, Synergy_Loewe=-6.36, Synergy_HSA=1.23. Drug 1: C1CN(P(=O)(OC1)NCCCl)CCCl. (7) Drug 1: CC(CN1CC(=O)NC(=O)C1)N2CC(=O)NC(=O)C2. Drug 2: CCCS(=O)(=O)NC1=C(C(=C(C=C1)F)C(=O)C2=CNC3=C2C=C(C=N3)C4=CC=C(C=C4)Cl)F. Cell line: T-47D. Synergy scores: CSS=3.41, Synergy_ZIP=-0.676, Synergy_Bliss=-0.976, Synergy_Loewe=-2.08, Synergy_HSA=-2.05. (8) Drug 1: COC1=C(C=C2C(=C1)N=CN=C2NC3=CC(=C(C=C3)F)Cl)OCCCN4CCOCC4. Drug 2: CCC1=CC2CC(C3=C(CN(C2)C1)C4=CC=CC=C4N3)(C5=C(C=C6C(=C5)C78CCN9C7C(C=CC9)(C(C(C8N6C)(C(=O)OC)O)OC(=O)C)CC)OC)C(=O)OC.C(C(C(=O)O)O)(C(=O)O)O. Cell line: CAKI-1. Synergy scores: CSS=66.1, Synergy_ZIP=0.506, Synergy_Bliss=-0.689, Synergy_Loewe=3.94, Synergy_HSA=5.80. (9) Drug 1: CCN(CC)CCNC(=O)C1=C(NC(=C1C)C=C2C3=C(C=CC(=C3)F)NC2=O)C. Drug 2: C1CNP(=O)(OC1)N(CCCl)CCCl. Cell line: BT-549. Synergy scores: CSS=-11.0, Synergy_ZIP=5.85, Synergy_Bliss=0.636, Synergy_Loewe=-9.98, Synergy_HSA=-11.7.